Dataset: Reaction yield outcomes from USPTO patents with 853,638 reactions. Task: Predict the reaction yield, written as a fraction of the theoretical maximum amount of product (1.0 means a 100% yield; for example, 0.34 means a 34% yield). The reactants are Cl[C:2]1[C:11]2[C:6](=[CH:7][C:8](OCCCN(C)S(C)(=O)=O)=[C:9](OC)[CH:10]=2)[N:5]=[CH:4][N:3]=1.C(=O)([O-])[O-].[K+].[K+].[OH:30][C:31]1[CH:40]=[C:39]2[C:34]([C:35]([CH3:41])=[CH:36][CH:37]=[N:38]2)=[CH:33][CH:32]=1. The catalyst is CN(C=O)C. The product is [CH3:41][C:35]1[C:34]2[C:39](=[CH:40][C:31]([O:30][C:2]3[C:11]4[C:6](=[CH:7][CH:8]=[CH:9][CH:10]=4)[N:5]=[CH:4][N:3]=3)=[CH:32][CH:33]=2)[N:38]=[CH:37][CH:36]=1. The yield is 0.420.